This data is from Full USPTO retrosynthesis dataset with 1.9M reactions from patents (1976-2016). The task is: Predict the reactants needed to synthesize the given product. (1) Given the product [NH:5]1[C:6]2[C:7](=[CH:8][C:9]([C:10]([O:12][CH3:13])=[O:11])=[CH:14][CH:15]=2)[CH:16]=[N:1]1, predict the reactants needed to synthesize it. The reactants are: [N:1]([O-])=O.[Na+].[NH2:5][C:6]1[CH:15]=[CH:14][C:9]([C:10]([O:12][CH3:13])=[O:11])=[CH:8][C:7]=1[CH3:16]. (2) Given the product [Cl:1][C:2]1[CH:3]=[CH:4][C:5]([N:8]2[CH:15]=[C:16]([C:17]([O:19][CH2:20][CH3:21])=[O:18])[N:13]=[C:9]2[CH2:10][CH2:11][CH3:12])=[CH:6][CH:7]=1, predict the reactants needed to synthesize it. The reactants are: [Cl:1][C:2]1[CH:7]=[CH:6][C:5]([NH:8][C:9](=[NH:13])[CH2:10][CH2:11][CH3:12])=[CH:4][CH:3]=1.Br[CH2:15][C:16](=O)[C:17]([O:19][CH2:20][CH3:21])=[O:18]. (3) Given the product [CH2:1]([O:4][C:5]1[CH:12]=[C:11]([O:13][CH2:14][C:15]2[CH:20]=[CH:19][CH:18]=[CH:17][CH:16]=2)[CH:10]=[CH:9][C:6]=1[OH:26])[CH:2]=[CH2:3], predict the reactants needed to synthesize it. The reactants are: [CH2:1]([O:4][C:5]1[CH:12]=[C:11]([O:13][CH2:14][C:15]2[CH:20]=[CH:19][CH:18]=[CH:17][CH:16]=2)[CH:10]=[CH:9][C:6]=1C=O)[CH:2]=[CH2:3].ClC1C=C(C=CC=1)C(OO)=[O:26].